Dataset: Peptide-MHC class I binding affinity with 185,985 pairs from IEDB/IMGT. Task: Regression. Given a peptide amino acid sequence and an MHC pseudo amino acid sequence, predict their binding affinity value. This is MHC class I binding data. The peptide sequence is YQGMLPVCPL. The binding affinity (normalized) is 0.137. The MHC is HLA-A31:01 with pseudo-sequence HLA-A31:01.